From a dataset of Full USPTO retrosynthesis dataset with 1.9M reactions from patents (1976-2016). Predict the reactants needed to synthesize the given product. (1) The reactants are: [Br:1][C:2]1[CH:3]=[C:4]([N+:15]([O-])=O)[C:5]([O:8][CH2:9][C:10](OCC)=[O:11])=[N:6][CH:7]=1.[Sn]. Given the product [Br:1][C:2]1[CH:7]=[N:6][C:5]2[O:8][CH2:9][C:10](=[O:11])[NH:15][C:4]=2[CH:3]=1, predict the reactants needed to synthesize it. (2) Given the product [CH2:1]([O:15][C:16]1[O:20][C:19]([C:21]([O:23][CH2:24][CH2:25][CH2:26][N:28]2[CH2:33][CH2:32][CH2:36][CH2:30][CH2:29]2)=[O:22])=[CH:18][CH:17]=1)[CH2:2][CH2:3][CH2:4][CH2:5][CH2:6][CH2:7][CH2:8][CH2:9][CH2:10][CH2:11][CH2:12][CH2:13][CH3:14], predict the reactants needed to synthesize it. The reactants are: [CH2:1]([O:15][C:16]1[O:20][C:19]([C:21]([O:23][CH2:24][CH2:25][CH2:26]Cl)=[O:22])=[CH:18][CH:17]=1)[CH2:2][CH2:3][CH2:4][CH2:5][CH2:6][CH2:7][CH2:8][CH2:9][CH2:10][CH2:11][CH2:12][CH2:13][CH3:14].[NH:28]1[CH2:33][CH2:32]O[CH2:30][CH2:29]1.[I-].[Na+].[CH3:36]N(C)C=O. (3) Given the product [C:20]([O:19][C:17]([N:12]1[C:11]([NH2:14])=[CH:10][C:9]([C:6]2[CH:7]=[N:8][C:3]([O:2][CH3:1])=[CH:4][CH:5]=2)=[N:13]1)=[O:18])([CH3:23])([CH3:22])[CH3:21], predict the reactants needed to synthesize it. The reactants are: [CH3:1][O:2][C:3]1[N:8]=[CH:7][C:6]([C:9]2[CH:10]=[C:11]([NH2:14])[NH:12][N:13]=2)=[CH:5][CH:4]=1.[OH-].[K+].[C:17](O[C:17]([O:19][C:20]([CH3:23])([CH3:22])[CH3:21])=[O:18])([O:19][C:20]([CH3:23])([CH3:22])[CH3:21])=[O:18].CCCCC. (4) Given the product [C:14]1([N:9]2[CH:10]=[CH:11][C:12](=[O:13])[C:7]([C:5]3[N:21]([C:23]4[CH:28]=[CH:27][CH:26]=[CH:25][N:24]=4)[N:2]=[CH:3][CH:4]=3)=[N:8]2)[CH:19]=[CH:18][CH:17]=[CH:16][CH:15]=1, predict the reactants needed to synthesize it. The reactants are: C[N:2](C)/[CH:3]=[CH:4]/[C:5]([C:7]1[C:12](=[O:13])[CH:11]=[CH:10][N:9]([C:14]2[CH:19]=[CH:18][CH:17]=[CH:16][CH:15]=2)[N:8]=1)=O.[NH:21]([C:23]1[CH:28]=[CH:27][CH:26]=[CH:25][N:24]=1)N. (5) Given the product [Cl:1][C:2]1[CH:3]=[C:4]([N:17]2[C:18]3[C:19]4=[C:20]([CH:24]=[N:25][N:26]4[CH2:27][CH2:28]2)[N:21]=[CH:22][N:23]=3)[CH:5]=[CH:6][C:7]=1[O:8][CH2:9][C:10]1[CH:15]=[CH:14][CH:13]=[C:12]([F:16])[CH:11]=1, predict the reactants needed to synthesize it. The reactants are: [Cl:1][C:2]1[CH:3]=[C:4]([NH:17][C:18]2[C:19]3[N:26]([CH2:27][CH2:28]O)[N:25]=[CH:24][C:20]=3[N:21]=[CH:22][N:23]=2)[CH:5]=[CH:6][C:7]=1[O:8][CH2:9][C:10]1[CH:15]=[CH:14][CH:13]=[C:12]([F:16])[CH:11]=1.N(C(N1CCCCC1)=O)=NC(N1CCCCC1)=O.C(P(CCCC)CCCC)CCC.O. (6) Given the product [CH3:23][S:24]([O:15][C:7]1[CH:6]=[C:5]([C:1]([CH3:4])([CH3:3])[CH3:2])[CH:10]=[C:9]([C:11]([CH3:14])([CH3:13])[CH3:12])[CH:8]=1)(=[O:26])=[O:25], predict the reactants needed to synthesize it. The reactants are: [C:1]([C:5]1[CH:6]=[C:7]([OH:15])[CH:8]=[C:9]([C:11]([CH3:14])([CH3:13])[CH3:12])[CH:10]=1)([CH3:4])([CH3:3])[CH3:2].C(N(CC)CC)C.[CH3:23][S:24](Cl)(=[O:26])=[O:25].